From a dataset of NCI-60 drug combinations with 297,098 pairs across 59 cell lines. Regression. Given two drug SMILES strings and cell line genomic features, predict the synergy score measuring deviation from expected non-interaction effect. (1) Drug 1: COC1=CC(=CC(=C1O)OC)C2C3C(COC3=O)C(C4=CC5=C(C=C24)OCO5)OC6C(C(C7C(O6)COC(O7)C8=CC=CS8)O)O. Drug 2: C1=C(C(=O)NC(=O)N1)N(CCCl)CCCl. Cell line: KM12. Synergy scores: CSS=40.9, Synergy_ZIP=-3.58, Synergy_Bliss=5.87, Synergy_Loewe=11.0, Synergy_HSA=11.4. (2) Drug 1: COC1=NC(=NC2=C1N=CN2C3C(C(C(O3)CO)O)O)N. Drug 2: C1CN(P(=O)(OC1)NCCCl)CCCl. Cell line: CCRF-CEM. Synergy scores: CSS=61.9, Synergy_ZIP=1.92, Synergy_Bliss=1.26, Synergy_Loewe=-27.2, Synergy_HSA=2.14.